From a dataset of Rat liver microsome stability data. Regression/Classification. Given a drug SMILES string, predict its absorption, distribution, metabolism, or excretion properties. Task type varies by dataset: regression for continuous measurements (e.g., permeability, clearance, half-life) or binary classification for categorical outcomes (e.g., BBB penetration, CYP inhibition). Dataset: rlm. The molecule is CN1CCN(c2ccc(Nc3nc(-c4ccncc4)nc4ccccc34)cc2F)CC1. The result is 1 (stable in rat liver microsomes).